From a dataset of Reaction yield outcomes from USPTO patents with 853,638 reactions. Predict the reaction yield, written as a fraction of the theoretical maximum amount of product (1.0 means a 100% yield; for example, 0.34 means a 34% yield). (1) The reactants are [CH3:1][O:2][C:3]1[CH:4]=[CH:5][C:6]([NH:11][C:12]2[C:13]3[N:14]([CH:36]=[CH:37][N:38]=3)[N:15]=[C:16]([N:18]3[CH2:22][CH2:21][CH:20]([NH:23][C:24]([C:26]4[CH:35]=[CH:34][C:29]([C:30]([O:32]C)=[O:31])=[CH:28][CH:27]=4)=[O:25])[CH2:19]3)[CH:17]=2)=[N:7][C:8]=1[O:9][CH3:10].[OH-].[Na+]. The catalyst is O1CCOCC1.O. The product is [CH3:1][O:2][C:3]1[CH:4]=[CH:5][C:6]([NH:11][C:12]2[C:13]3[N:14]([CH:36]=[CH:37][N:38]=3)[N:15]=[C:16]([N:18]3[CH2:22][CH2:21][CH:20]([NH:23][C:24]([C:26]4[CH:35]=[CH:34][C:29]([C:30]([OH:32])=[O:31])=[CH:28][CH:27]=4)=[O:25])[CH2:19]3)[CH:17]=2)=[N:7][C:8]=1[O:9][CH3:10]. The yield is 0.100. (2) The catalyst is Cl.O.CC([O-])=O.[Na+]. The product is [CH3:11][N:2]([C:3]1[CH:10]=[CH:9][C:6]([O:7][CH3:8])=[CH:5][C:4]=1[N:12]=[O:13])[CH3:1]. The yield is 1.00. The reactants are [CH3:1][N:2]([CH3:11])[C:3]1[CH:10]=[CH:9][C:6]([O:7][CH3:8])=[CH:5][CH:4]=1.[N:12]([O-])=[O:13].[Na+].